This data is from Forward reaction prediction with 1.9M reactions from USPTO patents (1976-2016). The task is: Predict the product of the given reaction. (1) Given the reactants C[O:2][C:3]1[C:16]2=[CH:17][CH:18]=[CH:19][C:14]3=[C:15]2[C:6]([O:7][C:8]2[CH:9]=[CH:10][CH:11]=[CH:12][C:13]=23)=[CH:5][CH:4]=1.B(Br)(Br)Br.O, predict the reaction product. The product is: [OH:2][C:3]1[C:16]2=[CH:17][CH:18]=[CH:19][C:14]3=[C:15]2[C:6]([O:7][C:8]2[CH:9]=[CH:10][CH:11]=[CH:12][C:13]=23)=[CH:5][CH:4]=1. (2) Given the reactants [Si]([O:8][CH2:9][CH2:10][NH:11][C:12]1[C:13]([NH2:20])=[CH:14][C:15]([F:19])=[C:16]([F:18])[CH:17]=1)(C(C)(C)C)(C)C.CN(C=O)C.OOS([O-])=O.[K+].[F:32][C:33]1[CH:34]=[N:35][CH:36]=[C:37]([CH:40]=1)[CH:38]=O, predict the reaction product. The product is: [F:19][C:15]1[C:16]([F:18])=[CH:17][C:12]2[N:11]([CH2:10][CH2:9][OH:8])[C:38]([C:37]3[CH:36]=[N:35][CH:34]=[C:33]([F:32])[CH:40]=3)=[N:20][C:13]=2[CH:14]=1. (3) The product is: [C:1]([O:5][C:6]([N:8]1[CH2:9][CH2:10][CH:11]([CH2:14][O:15][C:16]2[CH:21]=[C:20]([C@H:22]([CH:27]3[CH2:28][CH2:29]3)[CH2:23][C:24]([O-:26])=[O:25])[CH:19]=[CH:18][N:17]=2)[CH2:12][CH2:13]1)=[O:7])([CH3:4])([CH3:2])[CH3:3].[CH3:39][C:30]1[CH:35]=[CH:34][C:33]([C@H:36]([NH3+:38])[CH3:37])=[CH:32][CH:31]=1. Given the reactants [C:1]([O:5][C:6]([N:8]1[CH2:13][CH2:12][CH:11]([CH2:14][O:15][C:16]2[CH:21]=[C:20]([CH:22]([CH:27]3[CH2:29][CH2:28]3)[CH2:23][C:24]([OH:26])=[O:25])[CH:19]=[CH:18][N:17]=2)[CH2:10][CH2:9]1)=[O:7])([CH3:4])([CH3:3])[CH3:2].[C:30]1([CH3:39])[CH:35]=[CH:34][C:33]([C@@H:36]([NH2:38])[CH3:37])=[CH:32][CH:31]=1.CCCCCCC, predict the reaction product. (4) Given the reactants Cl[C:2]1[C:11]([C@@H:12]([NH:14][C:15](=[O:21])[O:16][C:17]([CH3:20])([CH3:19])[CH3:18])[CH3:13])=[CH:10][C:9]2[C:4](=[CH:5][C:6]([F:22])=[CH:7][CH:8]=2)[N:3]=1.[CH3:23][S:24][C:25]1[CH:30]=[CH:29][CH:28]=[CH:27][C:26]=1B(O)O.C([O-])([O-])=O.[Na+].[Na+].CC#N, predict the reaction product. The product is: [F:22][C:6]1[CH:5]=[C:4]2[C:9]([CH:10]=[C:11]([C@@H:12]([NH:14][C:15](=[O:21])[O:16][C:17]([CH3:20])([CH3:19])[CH3:18])[CH3:13])[C:2]([C:26]3[CH:27]=[CH:28][CH:29]=[CH:30][C:25]=3[S:24][CH3:23])=[N:3]2)=[CH:8][CH:7]=1. (5) Given the reactants [C:1]([C:3]1[CH:8]=[CH:7][C:6]([CH:9]2[C:14]([C:15]([NH2:17])=O)=[C:13]([CH3:18])[N:12]([C:19]3[CH:24]=[CH:23][CH:22]=[C:21]([C:25]([F:28])([F:27])[F:26])[CH:20]=3)[C:11](=[O:29])[NH:10]2)=[C:5]([S:30]([CH:33]([CH3:35])[CH3:34])(=[O:32])=[O:31])[CH:4]=1)#[N:2].[OH-].COC(NS([N+](CC)(CC)CC)(=O)=O)=O.O, predict the reaction product. The product is: [C:1]([C:3]1[CH:8]=[CH:7][C:6]([CH:9]2[C:14]([C:15]#[N:17])=[C:13]([CH3:18])[N:12]([C:19]3[CH:24]=[CH:23][CH:22]=[C:21]([C:25]([F:28])([F:27])[F:26])[CH:20]=3)[C:11](=[O:29])[NH:10]2)=[C:5]([S:30]([CH:33]([CH3:35])[CH3:34])(=[O:32])=[O:31])[CH:4]=1)#[N:2].